From a dataset of Forward reaction prediction with 1.9M reactions from USPTO patents (1976-2016). Predict the product of the given reaction. The product is: [C:1]([N:4]1[CH2:9][CH2:8][C:7]([CH:11]2[CH2:16][CH2:15][CH2:14][CH2:13][CH2:12]2)([OH:10])[CH2:6][CH2:5]1)(=[O:3])[CH3:2]. Given the reactants [C:1]([N:4]1[CH2:9][CH2:8][C:7](=[O:10])[CH2:6][CH2:5]1)(=[O:3])[CH3:2].[CH:11]1([Mg]Br)[CH2:16][CH2:15][CH2:14][CH2:13][CH2:12]1.[Cl-].[NH4+], predict the reaction product.